Dataset: Catalyst prediction with 721,799 reactions and 888 catalyst types from USPTO. Task: Predict which catalyst facilitates the given reaction. (1) Reactant: Cl[C:2]1[CH:7]=[N:6][CH:5]=[C:4]([C:8]2[CH:13]=[CH:12][C:11]([CH3:14])=[CH:10][CH:9]=2)[N:3]=1.P(Br)(Br)[Br:16].N. Product: [Br:16][C:2]1[CH:7]=[N:6][CH:5]=[C:4]([C:8]2[CH:13]=[CH:12][C:11]([CH3:14])=[CH:10][CH:9]=2)[N:3]=1. The catalyst class is: 6. (2) Reactant: [NH2:1][CH2:2][CH2:3][C:4]1[CH:9]=[CH:8][C:7]([C:10]2[N:11]=[C:12]([NH2:15])[S:13][CH:14]=2)=[CH:6][CH:5]=1.O.[OH-].[Na+].[C:19](O[C:19]([O:21][C:22]([CH3:25])([CH3:24])[CH3:23])=[O:20])([O:21][C:22]([CH3:25])([CH3:24])[CH3:23])=[O:20]. Product: [NH2:15][C:12]1[S:13][CH:14]=[C:10]([C:7]2[CH:6]=[CH:5][C:4]([CH2:3][CH2:2][NH:1][C:19](=[O:20])[O:21][C:22]([CH3:25])([CH3:24])[CH3:23])=[CH:9][CH:8]=2)[N:11]=1. The catalyst class is: 12. (3) Reactant: [F:1][C:2]1[C:3]([C:8]([OH:10])=O)=[N:4][CH:5]=[CH:6][CH:7]=1.F[P-](F)(F)(F)(F)F.N1(OC(N(C)C)=[N+](C)C)C2N=CC=CC=2N=N1.CCN(C(C)C)C(C)C.[NH:44]1[C:52]2[C:47](=[C:48]([C:53]3[CH:54]=[C:55]([NH2:62])[C:56]4[CH:57]=[N:58][NH:59][C:60]=4[CH:61]=3)[CH:49]=[CH:50][CH:51]=2)[CH:46]=[CH:45]1. Product: [F:1][C:2]1[C:3]([C:8]([NH:62][C:55]2[CH:54]=[C:53]([C:48]3[CH:49]=[CH:50][CH:51]=[C:52]4[C:47]=3[CH:46]=[CH:45][NH:44]4)[CH:61]=[C:60]3[C:56]=2[CH:57]=[N:58][NH:59]3)=[O:10])=[N:4][CH:5]=[CH:6][CH:7]=1. The catalyst class is: 3. (4) Reactant: [CH3:1][O:2][CH2:3][C@@H:4]1[CH2:8][N:7]([C:9]([O:11][C:12]([CH3:15])([CH3:14])[CH3:13])=[O:10])[C@H:6]([C:16]([O:18]C)=[O:17])[CH2:5]1.[Li+].[OH-].Cl. Product: [C:12]([O:11][C:9]([N:7]1[CH2:8][C@@H:4]([CH2:3][O:2][CH3:1])[CH2:5][C@H:6]1[C:16]([OH:18])=[O:17])=[O:10])([CH3:15])([CH3:13])[CH3:14]. The catalyst class is: 1. (5) Reactant: Cl.C1(CC2C=CC(CN)=CC=2)CCCCC1.[CH:17]1([CH:23]([O:32]S(C)(=O)=O)[C:24]2[CH:31]=[CH:30][C:27]([C:28]#[N:29])=[CH:26][CH:25]=2)[CH2:22][CH2:21][CH2:20][CH2:19][CH2:18]1.[H-].[Al+3].[Li+].[H-].[H-].[H-].[OH-].[Na+]. Product: [CH:17]1([CH:23]([OH:32])[C:24]2[CH:25]=[CH:26][C:27]([C:28]#[N:29])=[CH:30][CH:31]=2)[CH2:18][CH2:19][CH2:20][CH2:21][CH2:22]1. The catalyst class is: 280. (6) Reactant: [F:1][C:2]1[CH:7]=[CH:6][C:5]([N:8]2[C:12]([C:13]([O:15][CH2:16][CH3:17])=[O:14])=[CH:11][N:10]=[C:9]2[SH:18])=[CH:4][CH:3]=1.C(N(CC)CC)C.[C:26]1([C:32](Cl)([C:39]2[CH:44]=[CH:43][CH:42]=[CH:41][CH:40]=2)[C:33]2[CH:38]=[CH:37][CH:36]=[CH:35][CH:34]=2)[CH:31]=[CH:30][CH:29]=[CH:28][CH:27]=1. Product: [F:1][C:2]1[CH:3]=[CH:4][C:5]([N:8]2[C:12]([C:13]([O:15][CH2:16][CH3:17])=[O:14])=[CH:11][N:10]=[C:9]2[S:18][C:32]([C:26]2[CH:31]=[CH:30][CH:29]=[CH:28][CH:27]=2)([C:39]2[CH:40]=[CH:41][CH:42]=[CH:43][CH:44]=2)[C:33]2[CH:34]=[CH:35][CH:36]=[CH:37][CH:38]=2)=[CH:6][CH:7]=1. The catalyst class is: 1. (7) Reactant: [NH2:1][C@@H:2]([C@H:17]([O:26][Si:27]([C:30]([CH3:33])([CH3:32])[CH3:31])([CH3:29])[CH3:28])[CH2:18][O:19][C:20]1[CH:25]=[CH:24][CH:23]=[CH:22][CH:21]=1)[CH2:3][CH2:4]/[CH:5]=[CH:6]/[C:7]1[CH:16]=[CH:15][C:10]([C:11]([O:13][CH3:14])=[O:12])=[CH:9][CH:8]=1.CCN(C(C)C)C(C)C.[C:43](O[C:43]([O:45][C:46]([CH3:49])([CH3:48])[CH3:47])=[O:44])([O:45][C:46]([CH3:49])([CH3:48])[CH3:47])=[O:44]. Product: [C:46]([O:45][C:43]([NH:1][C@@H:2]([C@H:17]([O:26][Si:27]([C:30]([CH3:33])([CH3:32])[CH3:31])([CH3:28])[CH3:29])[CH2:18][O:19][C:20]1[CH:21]=[CH:22][CH:23]=[CH:24][CH:25]=1)[CH2:3][CH2:4]/[CH:5]=[CH:6]/[C:7]1[CH:16]=[CH:15][C:10]([C:11]([O:13][CH3:14])=[O:12])=[CH:9][CH:8]=1)=[O:44])([CH3:49])([CH3:48])[CH3:47]. The catalyst class is: 2.